Task: Predict the product of the given reaction.. Dataset: Forward reaction prediction with 1.9M reactions from USPTO patents (1976-2016) (1) Given the reactants [CH3:1][C:2]1[O:6][C:5]([C:7]2[CH:12]=[CH:11][CH:10]=[CH:9][CH:8]=2)=[N:4][C:3]=1[CH2:13][O:14][C:15]1[CH:20]=[C:19]([C:21](OC)=[O:22])[CH:18]=[CH:17][N:16]=1.[H-].[Al+3].[Li+].[H-].[H-].[H-].O.O.O.O.O.O.O.O.O.O.[O-]S([O-])(=O)=O.[Na+].[Na+], predict the reaction product. The product is: [CH3:1][C:2]1[O:6][C:5]([C:7]2[CH:12]=[CH:11][CH:10]=[CH:9][CH:8]=2)=[N:4][C:3]=1[CH2:13][O:14][C:15]1[CH:20]=[C:19]([CH2:21][OH:22])[CH:18]=[CH:17][N:16]=1. (2) Given the reactants [CH3:1][C:2]1[CH:7]=[C:6]([S:8](=[O:11])(=[O:10])[NH2:9])[CH:5]=[CH:4][C:3]=1[NH:12][C:13]([C:15]1[CH:20]=[C:19](Cl)[N:18]=[CH:17][N:16]=1)=[O:14].[CH2:22]([NH:25][CH2:26][CH2:27][CH3:28])[CH2:23][CH3:24], predict the reaction product. The product is: [NH2:9][S:8]([C:6]1[CH:5]=[CH:4][C:3]([NH:12][C:13]([C:15]2[CH:20]=[C:19]([N:25]([CH2:26][CH2:27][CH3:28])[CH2:22][CH2:23][CH3:24])[N:18]=[CH:17][N:16]=2)=[O:14])=[C:2]([CH3:1])[CH:7]=1)(=[O:11])=[O:10]. (3) Given the reactants [Cl:1][C:2]1[CH:27]=[CH:26][C:5]2[N:6]([CH:11]3[CH2:15][N:14]([CH2:16][C:17]4[CH:22]=[CH:21][C:20]([O:23][CH3:24])=[CH:19][CH:18]=4)[C:13](=[O:25])[CH2:12]3)[C:7]([CH2:9]Cl)=[N:8][C:4]=2[CH:3]=1.[CH3:28][S:29]([C:32]1[C:40]2[C:35](=[CH:36][N:37]=[CH:38][CH:39]=2)[NH:34][N:33]=1)(=[O:31])=[O:30].C([O-])([O-])=O.[Cs+].[Cs+], predict the reaction product. The product is: [Cl:1][C:2]1[CH:27]=[CH:26][C:5]2[N:6]([CH:11]3[CH2:15][N:14]([CH2:16][C:17]4[CH:18]=[CH:19][C:20]([O:23][CH3:24])=[CH:21][CH:22]=4)[C:13](=[O:25])[CH2:12]3)[C:7]([CH2:9][N:34]3[C:35]4=[CH:36][N:37]=[CH:38][CH:39]=[C:40]4[C:32]([S:29]([CH3:28])(=[O:30])=[O:31])=[N:33]3)=[N:8][C:4]=2[CH:3]=1. (4) Given the reactants [CH:1]1([C:7]2[O:8][C:9]([CH3:25])=[C:10]([CH2:12][CH2:13][O:14]S(C3C=CC(C)=CC=3)(=O)=O)[N:11]=2)[CH2:6][CH2:5][CH2:4][CH2:3][CH2:2]1.C([O:28][C:29](=[O:51])[C:30]([CH3:50])([O:39][C:40]1[CH:41]=[C:42]2[C:47](=[CH:48][CH:49]=1)[N:46]=[CH:45][CH:44]=[CH:43]2)[CH2:31][C:32]1[CH:37]=[CH:36][C:35](O)=[CH:34][CH:33]=1)C.C([O-])([O-])=O.[K+].[K+].[OH-].[Na+], predict the reaction product. The product is: [CH:1]1([C:7]2[O:8][C:9]([CH3:25])=[C:10]([CH2:12][CH2:13][O:14][C:35]3[CH:34]=[CH:33][C:32]([CH2:31][C:30]([CH3:50])([O:39][C:40]4[CH:41]=[C:42]5[C:47](=[CH:48][CH:49]=4)[N:46]=[CH:45][CH:44]=[CH:43]5)[C:29]([OH:51])=[O:28])=[CH:37][CH:36]=3)[N:11]=2)[CH2:2][CH2:3][CH2:4][CH2:5][CH2:6]1. (5) The product is: [CH3:20][C:19]1[C:14]([C:6]2[CH:7]=[C:8]([C:9]3[NH:13][CH:12]=[N:11][N:10]=3)[N:4]([CH2:1][CH2:2][CH3:3])[CH:5]=2)=[CH:15][C:16]([NH:21][C:22]([CH:24]2[CH2:26][CH2:25]2)=[O:23])=[N:17][CH:18]=1. Given the reactants [CH2:1]([N:4]1[C:8]([C:9]2[NH:13][CH:12]=[N:11][N:10]=2)=[CH:7][C:6]([C:14]2[C:19]([CH3:20])=[CH:18][N:17]=[C:16]([NH:21][C:22]([CH:24]3[CH2:26][CH2:25]3)=[O:23])[CH:15]=2)=[CH:5]1)[CH:2]=[CH2:3], predict the reaction product.